This data is from Catalyst prediction with 721,799 reactions and 888 catalyst types from USPTO. The task is: Predict which catalyst facilitates the given reaction. (1) Reactant: [CH3:1][CH2:2][O-:3].[Na+].C(OC(=O)CC(NC1C(C(OCC)=O)=NC=C([CH2:19][C:20]2[CH:25]=[CH:24][C:23]([F:26])=[CH:22][CH:21]=2)C=1)=O)C.Cl. Product: [F:26][C:23]1[CH:24]=[CH:25][C:20]([CH2:19][CH2:1][CH2:2][OH:3])=[CH:21][CH:22]=1. The catalyst class is: 14. (2) Reactant: Cl[C:2]1[N:7]=[C:6]([Cl:8])[N:5]=[C:4]([NH:9][C:10]2[CH:15]=[CH:14][CH:13]=[C:12]([N+:16]([O-:18])=[O:17])[CH:11]=2)[N:3]=1.[CH:19]1([NH2:26])[CH2:25][CH2:24][CH2:23][CH2:22][CH2:21][CH2:20]1.[OH-].[Na+].O. Product: [Cl:8][C:6]1[N:7]=[C:2]([NH:26][CH:19]2[CH2:25][CH2:24][CH2:23][CH2:22][CH2:21][CH2:20]2)[N:3]=[C:4]([NH:9][C:10]2[CH:15]=[CH:14][CH:13]=[C:12]([N+:16]([O-:18])=[O:17])[CH:11]=2)[N:5]=1. The catalyst class is: 21. (3) Reactant: [F:1][C:2]1[CH:7]=[CH:6][C:5]([C:8]([C:12]2[CH:17]=[CH:16][C:15]([F:18])=[CH:14][CH:13]=2)([NH2:11])[CH2:9][NH2:10])=[CH:4][CH:3]=1.CO[C:21]([C:23]1[CH:28]=[CH:27][CH:26]=[C:25]([C:29]#N)[CH:24]=1)=[NH:22]. Product: [C:21]([C:23]1[CH:24]=[C:25]([C:29]2[NH:10][CH2:9][C:8]([C:12]3[CH:13]=[CH:14][C:15]([F:18])=[CH:16][CH:17]=3)([C:5]3[CH:4]=[CH:3][C:2]([F:1])=[CH:7][CH:6]=3)[N:11]=2)[CH:26]=[CH:27][CH:28]=1)#[N:22]. The catalyst class is: 5. (4) Reactant: [OH:1][C:2]([C:5]1[O:9][C:8]([C:10]2[S:11][CH:12]=[C:13]([C:15]([N:17]3[CH2:21][CH2:20][CH2:19][C@@H:18]3[CH3:22])=[O:16])[N:14]=2)=[N:7][N:6]=1)([CH3:4])[CH3:3].Br[C:24]1[CH:29]=[CH:28][C:27]([C:30]([OH:39])([C:35]([F:38])([F:37])[F:36])[C:31]([F:34])([F:33])[F:32])=[CH:26][C:25]=1[C:40]([F:43])([F:42])[F:41].CC([O-])=O.[K+]. Product: [F:32][C:31]([F:33])([F:34])[C:30]([C:27]1[CH:28]=[CH:29][C:24]([C:12]2[S:11][C:10]([C:8]3[O:9][C:5]([C:2]([OH:1])([CH3:4])[CH3:3])=[N:6][N:7]=3)=[N:14][C:13]=2[C:15]([N:17]2[CH2:21][CH2:20][CH2:19][C@@H:18]2[CH3:22])=[O:16])=[C:25]([C:40]([F:41])([F:42])[F:43])[CH:26]=1)([OH:39])[C:35]([F:38])([F:37])[F:36]. The catalyst class is: 128. (5) Reactant: [NH2:1][C:2]1[C:7]([C:8]2[CH:13]=[CH:12][C:11]([NH:14][C:15]([NH:17][C:18]3[CH:23]=[C:22]([CH3:24])[CH:21]=[CH:20][C:19]=3[F:25])=[O:16])=[CH:10][CH:9]=2)=[CH:6][C:5](Br)=[CH:4][N:3]=1.[B:27]1([B:27]2[O:31][C:30]([CH3:33])([CH3:32])[C:29]([CH3:35])([CH3:34])[O:28]2)[O:31][C:30]([CH3:33])([CH3:32])[C:29]([CH3:35])([CH3:34])[O:28]1.C([O-])(=O)C.[K+].ClCCl. Product: [NH2:1][C:2]1[C:7]([C:8]2[CH:13]=[CH:12][C:11]([NH:14][C:15]([NH:17][C:18]3[CH:23]=[C:22]([CH3:24])[CH:21]=[CH:20][C:19]=3[F:25])=[O:16])=[CH:10][CH:9]=2)=[CH:6][C:5]([B:27]2[O:31][C:30]([CH3:33])([CH3:32])[C:29]([CH3:35])([CH3:34])[O:28]2)=[CH:4][N:3]=1. The catalyst class is: 12. (6) Reactant: C[O:2][C:3](=[O:26])[CH2:4][N:5]1[CH:9]=[C:8]([N:10]2[C:22]3[C:21]4[CH:20]=[C:19]([Br:23])[CH:18]=[CH:17][C:16]=4[N:15]=[CH:14][C:13]=3[NH:12][C:11]2=[O:24])[C:7]([CH3:25])=[N:6]1.C([N+](CCCC)(CCCC)CCCC)CCC.[OH-].[Na+]. Product: [Br:23][C:19]1[CH:18]=[CH:17][C:16]2[N:15]=[CH:14][C:13]3[NH:12][C:11](=[O:24])[N:10]([C:8]4[C:7]([CH3:25])=[N:6][N:5]([CH2:4][C:3]([OH:26])=[O:2])[CH:9]=4)[C:22]=3[C:21]=2[CH:20]=1. The catalyst class is: 2.